This data is from Catalyst prediction with 721,799 reactions and 888 catalyst types from USPTO. The task is: Predict which catalyst facilitates the given reaction. (1) Reactant: [CH3:1][NH:2][C:3]1[CH:8]=[CH:7][CH:6]=[CH:5][CH:4]=1.[CH:9]1[CH2:13][CH2:12][CH2:11][CH:10]=1.C=O.B(F)(F)F.[CH3:20]COCC.[OH-].[Na+]. Product: [CH3:1][N:2]1[C:3]2[CH:8]=[CH:7][CH:6]=[CH:5][C:4]=2[CH:10]2[CH2:11][CH2:12][CH2:13][CH:9]2[CH2:20]1. The catalyst class is: 10. (2) Reactant: Cl[C:2]1[C:7]([C:8]([NH:10][CH3:11])=[O:9])=[CH:6][N:5]=[C:4]([Cl:12])[CH:3]=1.[CH:13]1([NH2:18])[CH2:17][CH2:16][CH2:15][CH2:14]1.C(N(CC)C(C)C)(C)C. Product: [Cl:12][C:4]1[CH:3]=[C:2]([NH:18][CH:13]2[CH2:17][CH2:16][CH2:15][CH2:14]2)[C:7]([C:8]([NH:10][CH3:11])=[O:9])=[CH:6][N:5]=1. The catalyst class is: 44. (3) Product: [CH:17]1[C:12]2[CH2:11][CH2:10][C:9]3[CH:18]=[CH:19][CH:20]=[CH:21][C:8]=3[N:7]([CH:4]3[CH2:5][CH2:6][N:1]([C:31](=[O:32])[CH2:30][NH:29][C:27](=[O:28])[O:26][C:22]([CH3:23])([CH3:24])[CH3:25])[CH2:2][CH2:3]3)[C:13]=2[CH:14]=[CH:15][CH:16]=1. Reactant: [NH:1]1[CH2:6][CH2:5][CH:4]([N:7]2[C:13]3[CH:14]=[CH:15][CH:16]=[CH:17][C:12]=3[CH2:11][CH2:10][C:9]3[CH:18]=[CH:19][CH:20]=[CH:21][C:8]2=3)[CH2:3][CH2:2]1.[C:22]([O:26][C:27]([NH:29][CH2:30][C:31](O)=[O:32])=[O:28])([CH3:25])([CH3:24])[CH3:23].Cl.C(N=C=NCCCN(C)C)C.C(N(CC)CC)C. The catalyst class is: 119. (4) Reactant: [CH3:1][O:2][C:3]1[CH:4]=[C:5]([C:13]2[CH:17]=[C:16]([NH:18][CH2:19][C:20]3[CH:28]=[CH:27][C:23]([C:24](O)=[O:25])=[CH:22][CH:21]=3)[NH:15][N:14]=2)[CH:6]=[C:7]([O:11][CH3:12])[C:8]=1[O:9][CH3:10].C(Cl)Cl.O=S(Cl)[Cl:34].[C:36]1([NH2:43])[CH:41]=[CH:40][CH:39]=[CH:38][C:37]=1[NH2:42]. Product: [NH2:42][C:37]1[CH:38]=[CH:39][CH:40]=[CH:41][C:36]=1[NH:43][C:24](=[O:25])[C:23]1[CH:27]=[CH:28][C:20]([CH2:19][NH:18][C:16]2[NH:15][N:14]=[C:13]([C:5]3[CH:4]=[C:3]([O:2][CH3:1])[C:8]([O:9][CH3:10])=[C:7]([O:11][CH3:12])[CH:6]=3)[C:17]=2[Cl:34])=[CH:21][CH:22]=1. The catalyst class is: 1.